Dataset: Full USPTO retrosynthesis dataset with 1.9M reactions from patents (1976-2016). Task: Predict the reactants needed to synthesize the given product. (1) Given the product [OH:8][CH2:9][C:10]([C@H:12]([C@@H:14]([C@H:16]([CH2:18][OH:19])[OH:17])[OH:15])[OH:13])=[O:11], predict the reactants needed to synthesize it. The reactants are: C([O-])([O-])=O.[Ca+2].[Na+].[Cl-].[OH:8][CH2:9][C@@H:10]([C@H:12]([C@@H:14]([C@@H:16]([CH2:18][OH:19])[OH:17])[OH:15])[OH:13])[OH:11]. (2) The reactants are: [NH2:1][C:2]1[CH:3]=[C:4]([C:8]2[S:12][C:11]([C:13]3[CH:14]=[C:15]4[C:19](=[CH:20][CH:21]=3)[C:18](=[O:22])[N:17]([CH3:23])[CH2:16]4)=[CH:10][CH:9]=2)[CH:5]=[N:6][CH:7]=1.[Cl:24][C:25]1[CH:30]=[CH:29][CH:28]=[CH:27][C:26]=1[S:31](Cl)(=[O:33])=[O:32]. Given the product [Cl:24][C:25]1[CH:30]=[CH:29][CH:28]=[CH:27][C:26]=1[S:31]([NH:1][C:2]1[CH:7]=[N:6][CH:5]=[C:4]([C:8]2[S:12][C:11]([C:13]3[CH:14]=[C:15]4[C:19](=[CH:20][CH:21]=3)[C:18](=[O:22])[N:17]([CH3:23])[CH2:16]4)=[CH:10][CH:9]=2)[CH:3]=1)(=[O:33])=[O:32], predict the reactants needed to synthesize it. (3) Given the product [CH:21]1([CH:20]=[C:19]([C:26]2[CH:27]=[CH:28][C:29]([C:32]([OH:35])([CH3:33])[CH3:34])=[CH:30][CH:31]=2)[C:11]2[NH:10][C:14]3=[N:15][CH:16]=[CH:17][CH:18]=[C:13]3[CH:12]=2)[CH2:25][CH2:24][CH2:23][CH2:22]1, predict the reactants needed to synthesize it. The reactants are: C1(S([N:10]2[C:14]3=[N:15][CH:16]=[CH:17][CH:18]=[C:13]3[CH:12]=[C:11]2[C:19]([C:26]2[CH:31]=[CH:30][C:29]([C:32]([OH:35])([CH3:34])[CH3:33])=[CH:28][CH:27]=2)=[CH:20][CH:21]2[CH2:25][CH2:24][CH2:23][CH2:22]2)(=O)=O)C=CC=CC=1.[OH-].[Na+]. (4) Given the product [Cl:34][C:28]1[CH:29]=[CH:30][C:31]([Cl:33])=[CH:32][C:27]=1[C:25]1[N:12]=[C:11]([C:9]2[CH:10]=[C:5]([C:3]([OH:2])=[O:4])[C:6]([C:14]3[CH:19]=[CH:18][CH:17]=[CH:16][C:15]=3[N+:20]([O-:22])=[O:21])=[CH:7][CH:8]=2)[S:13][CH:24]=1, predict the reactants needed to synthesize it. The reactants are: C[O:2][C:3]([C:5]1[C:6]([C:14]2[CH:19]=[CH:18][CH:17]=[CH:16][C:15]=2[N+:20]([O-:22])=[O:21])=[CH:7][CH:8]=[C:9]([C:11](=[S:13])[NH2:12])[CH:10]=1)=[O:4].Br[CH2:24][C:25]([C:27]1[CH:32]=[C:31]([Cl:33])[CH:30]=[CH:29][C:28]=1[Cl:34])=O. (5) Given the product [N:16]([CH2:2][C:3]1[N:4]=[N:5][C:6]([C:9]2[C:14]([F:15])=[CH:13][CH:12]=[CH:11][N:10]=2)=[CH:7][CH:8]=1)=[N+:17]=[N-:18], predict the reactants needed to synthesize it. The reactants are: Cl[CH2:2][C:3]1[N:4]=[N:5][C:6]([C:9]2[C:14]([F:15])=[CH:13][CH:12]=[CH:11][N:10]=2)=[CH:7][CH:8]=1.[N-:16]=[N+:17]=[N-:18].[Na+].